Dataset: Reaction yield outcomes from USPTO patents with 853,638 reactions. Task: Predict the reaction yield, written as a fraction of the theoretical maximum amount of product (1.0 means a 100% yield; for example, 0.34 means a 34% yield). (1) The reactants are C(Cl)[Cl:2].[F:4][C:5]([F:23])([F:22])[C:6]([NH:8][CH:9]1[CH2:14][CH2:13][N:12](C(OC(C)(C)C)=O)[CH2:11][CH2:10]1)=[O:7].Cl. The catalyst is O1CCOCC1. The product is [ClH:2].[F:23][C:5]([F:4])([F:22])[C:6]([NH:8][CH:9]1[CH2:14][CH2:13][NH:12][CH2:11][CH2:10]1)=[O:7]. The yield is 0.960. (2) The catalyst is C1COCC1. The reactants are [C:1]([C:5]1[CH:9]=[C:8]([NH2:10])[N:7]([C:11]2[CH:16]=[CH:15][C:14]([CH3:17])=[CH:13][CH:12]=2)[N:6]=1)([CH3:4])([CH3:3])[CH3:2].C([O-])([O-])=O.[K+].[K+].Cl[C:25]([O:27][C:28]1[CH:33]=[CH:32][CH:31]=[CH:30][CH:29]=1)=[O:26]. The product is [C:1]([C:5]1[CH:9]=[C:8]([NH:10][C:25](=[O:26])[O:27][C:28]2[CH:33]=[CH:32][CH:31]=[CH:30][CH:29]=2)[N:7]([C:11]2[CH:12]=[CH:13][C:14]([CH3:17])=[CH:15][CH:16]=2)[N:6]=1)([CH3:4])([CH3:3])[CH3:2]. The yield is 0.740. (3) The reactants are [C:1](=[O:4])([O-])[O-].[K+].[K+].Cl.[CH2:8]([O:10][C:11](=[O:22])[C@H:12]([CH2:14][C:15]1[CH:20]=[CH:19][C:18](Br)=[CH:17][CH:16]=1)[NH2:13])[CH3:9].[F:23][C:24]1[CH:32]=[CH:31][CH:30]=[C:29]([F:33])[C:25]=1[C:26](Cl)=[O:27].BrC1C=CC(C[C@@H](C(OCC)=O)N[C:42]([C:44]2[C:49](F)=[CH:48][CH:47]=[CH:46][C:45]=2F)=[O:43])=CC=1.B(O)O.C(N[CH:66]([CH3:68])C)(C)C.N[C@H]([C:73](O)=[O:74])CS.Cl. The catalyst is O.[Pd](Cl)Cl.C1(P(C2C=CC=CC=2)C2C=CC=CC=2)C=CC=CC=1. The product is [F:23][C:24]1[CH:32]=[CH:31][CH:30]=[C:29]([F:33])[C:25]=1[C:26]([NH:13][C@@H:12]([CH2:14][C:15]1[CH:20]=[CH:19][C:18]([C:47]2[C:46]([O:74][CH3:73])=[CH:45][C:44]([CH2:42][O:43][CH2:66][CH3:68])=[CH:49][C:48]=2[O:4][CH3:1])=[CH:17][CH:16]=1)[C:11]([O:10][CH2:8][CH3:9])=[O:22])=[O:27]. The yield is 0.850. (4) The reactants are C1(P(C2C=CC=CC=2)C2C=CC=CC=2)C=CC=CC=1.BrN1C(=O)CCC1=O.[Cl:28][C:29]1[CH:30]=[C:31]([C@@H:39]([CH2:43][CH:44]2[CH2:48][CH2:47][CH2:46][CH2:45]2)[C:40]([OH:42])=O)[CH:32]=[CH:33][C:34]=1[S:35]([CH3:38])(=[O:37])=[O:36].[NH2:49][C:50]1[S:51][C:52]([CH3:55])=[CH:53][N:54]=1.N1C=CC=CC=1. The catalyst is C(Cl)Cl.O. The product is [Cl:28][C:29]1[CH:30]=[C:31]([C@@H:39]([CH2:43][CH:44]2[CH2:48][CH2:47][CH2:46][CH2:45]2)[C:40]([NH:49][C:50]2[S:51][C:52]([CH3:55])=[CH:53][N:54]=2)=[O:42])[CH:32]=[CH:33][C:34]=1[S:35]([CH3:38])(=[O:36])=[O:37]. The yield is 0.780. (5) The reactants are [I-].[Cl:2][CH2:3][P+](C1C=CC=CC=1)(C1C=CC=CC=1)C1C=CC=CC=1.CC(C)([O-])C.[K+].O=[C:30]1[CH2:34][N:33]([C:35]([O:37][C:38]([CH3:41])([CH3:40])[CH3:39])=[O:36])[C@H:32]([C:42]([O:44][CH3:45])=[O:43])[CH2:31]1.[Cl-].[NH4+]. The catalyst is C(OCC)C. The product is [Cl:2][CH:3]=[C:30]1[CH2:34][N:33]([C:35]([O:37][C:38]([CH3:41])([CH3:40])[CH3:39])=[O:36])[C@H:32]([C:42]([O:44][CH3:45])=[O:43])[CH2:31]1. The yield is 0.930. (6) The reactants are [F:1][C:2]([F:32])([F:31])[C:3]1[CH:30]=[CH:29][C:6]([CH2:7][O:8][C:9]([N:11]2[CH2:16][CH2:15][CH2:14][C@H:13]([C:17]3[CH:22]=[CH:21][C:20]([CH3:23])=[C:19]([C:24]([O:26]CC)=[O:25])[CH:18]=3)[CH2:12]2)=[O:10])=[CH:5][CH:4]=1.C(=O)([O-])[O-].[K+].[K+].CO. The catalyst is O. The product is [F:31][C:2]([F:1])([F:32])[C:3]1[CH:30]=[CH:29][C:6]([CH2:7][O:8][C:9]([N:11]2[CH2:16][CH2:15][CH2:14][C@H:13]([C:17]3[CH:22]=[CH:21][C:20]([CH3:23])=[C:19]([C:24]([OH:26])=[O:25])[CH:18]=3)[CH2:12]2)=[O:10])=[CH:5][CH:4]=1. The yield is 0.990. (7) The reactants are [C:1]([O:5][CH3:6])(=[O:4])[CH2:2][SH:3].[CH3:7][O:8][CH2:9]CO. The catalyst is S(=O)(=O)(O)O.CO. The product is [C:1]([O:5][CH2:6][CH2:7][O:8][CH3:9])(=[O:4])[CH2:2][SH:3]. The yield is 0.290. (8) The reactants are [Br:1][C:2]1[S:3][CH:4]=[C:5]([CH:7]=O)[N:6]=1.[CH3:9][O:10][C:11](=[O:32])[CH:12]=P(C1C=CC=CC=1)(C1C=CC=CC=1)C1C=CC=CC=1. The catalyst is O1CCCC1.O. The product is [CH3:9][O:10][C:11](=[O:32])[CH:12]=[CH:7][C:5]1[N:6]=[C:2]([Br:1])[S:3][CH:4]=1. The yield is 0.810. (9) The reactants are [OH-].[K+].C(=O)(OC)[O:4][C:5]1[CH:10]=[C:9]([N+:11]([O-:13])=[O:12])[C:8]([C:14]([CH3:17])([CH3:16])[CH3:15])=[CH:7][C:6]=1[Cl:18].Cl. The catalyst is CO. The product is [C:14]([C:8]1[C:9]([N+:11]([O-:13])=[O:12])=[CH:10][C:5]([OH:4])=[C:6]([Cl:18])[CH:7]=1)([CH3:17])([CH3:15])[CH3:16]. The yield is 0.680. (10) The reactants are [CH3:1][N:2]1[C:10]2[C:5](=[CH:6][C:7](B(O)O)=[CH:8][CH:9]=2)[CH:4]=[N:3]1.Cl[C:15]1[C:24]([N:25]([CH:27]([CH3:29])[CH3:28])[CH3:26])=[N:23][C:22]2[C:17](=[CH:18][CH:19]=[C:20]([C:30]([O:32][CH3:33])=[O:31])[CH:21]=2)[N:16]=1.[O-]P([O-])([O-])=O.[K+].[K+].[K+]. The catalyst is O1CCOCC1.O.C1C=CC([P]([Pd]([P](C2C=CC=CC=2)(C2C=CC=CC=2)C2C=CC=CC=2)([P](C2C=CC=CC=2)(C2C=CC=CC=2)C2C=CC=CC=2)[P](C2C=CC=CC=2)(C2C=CC=CC=2)C2C=CC=CC=2)(C2C=CC=CC=2)C2C=CC=CC=2)=CC=1. The product is [CH:27]([N:25]([CH3:26])[C:24]1[C:15]([C:7]2[CH:6]=[C:5]3[C:10](=[CH:9][CH:8]=2)[N:2]([CH3:1])[N:3]=[CH:4]3)=[N:16][C:17]2[C:22]([N:23]=1)=[CH:21][C:20]([C:30]([O:32][CH3:33])=[O:31])=[CH:19][CH:18]=2)([CH3:29])[CH3:28]. The yield is 0.760.